This data is from Experimentally validated miRNA-target interactions with 360,000+ pairs, plus equal number of negative samples. The task is: Binary Classification. Given a miRNA mature sequence and a target amino acid sequence, predict their likelihood of interaction. (1) The miRNA is hsa-miR-6500-5p with sequence AGGAGCUAUCCACUCCAGGUGUCC. The protein sequence of the target gene is MNIILEILLLLITIIYSYLESLVKFFIPQRRKSVAGEIVLITGAGHGIGRQTTYEFAKRQSILVLWDINKRGVEETAAECRKLGVTAHAYVVDCSNREEIYRSLNQVKKEVGDVTIVVNNAGTVYPADLLSTKDEEITKTFEVNILGHFWITKALLPSMMERNHGHIVTVASVCGHEGIPYLIPYCSSKFAAVGFHRGLTSELQALGKTGIKTSCLCPVFVNTGFTKNPSTRLWPVLETDEVVRSLIDGILTNKKMIFVPSYINIFLRLQKFLPERASAILNRMQNIQFEAVVGHKIKMK.... Result: 1 (interaction). (2) The miRNA is hsa-miR-5695 with sequence ACUCCAAGAAGAAUCUAGACAG. The protein sequence of the target gene is MGTASSLVSPAGGEVIEDTYGAGGGEACEIPVEVKPKARLLRNSFRRGAGAAAGAGPGSLPRGVGAGGLLGASFKSTGSSVPELEYAAAEYERLRKEYEIFRVSKNQELLSMGRREAKLDTENKRLRAELQALQKTYQKILREKESALEAKYQAMERAATFEHDRDKVKRQFKIFRETKENEIQDLLRAKRELESKLQRLQAQGIQVFDPGESDSDDNCTDVTAAGTQCEYWTGGALGSEPSIGSMIQLQQSFRGPEFAHSSIDVEGPFANVNRDDWDIAVASLLQVTPLFSHSLWSNTV.... Result: 1 (interaction). (3) The miRNA is hsa-miR-610 with sequence UGAGCUAAAUGUGUGCUGGGA. The protein sequence of the target gene is MAALSKSIPHNCYEIGHTWHPSCRVSFLQITGGALEESLKIYAPLYLIAAILRKRKLDYYLHKLLPEILQSASFLTANGALYMAFFCILRKILGKFYSWTPGFGAALPASYVAILIERKSRRGLLTIYMANLATETLFRMGVARGTITTLRNGEVLLFCITAAMYMFFFRCKDGLKGFTFSALRFIVGKEEIPTHSFSPEAAYAKVEQKREQHEEKPGRMNMIGLVRKFVDSICKHGPRHRCCKHYEDNCISYCIKGFIRMFSVGYLIQCCLRIPSAFRHLFTQPSRLLSLFYNKENFQL.... Result: 1 (interaction). (4) The miRNA is rno-miR-499-5p with sequence UUAAGACUUGCAGUGAUGUUU. The protein sequence of the target gene is MYPPPAPPPAPHRDFISVTLSLGESYDNSKSRRRRSCWRKWKQLSRLQRNVILFVLGFLILCGFLYSLHTADQWKALSGRPAEVEKMKQEVLPVLPAPQKESAEQEGFADILSQKRQRHFRRGPPHLQIRPPNTVSKDGMQDDAKEREAALGKAQQEENTQRTVISWRGAVIEPEQATELPYKRAEASIKPLVLASKIWKEPAPPNERQKGVIEAFLHAWKGYQKFAWGHDELKPVSKTFSEWFGLGLTLIDALDTMWILGLKQEFKQARKWVSENLDFQKNVDVNLFESTIRILGGLLS.... Result: 0 (no interaction). (5) The miRNA is hsa-miR-6866-5p with sequence UUAGAGGCUGGAAUAGAGAUUCU. The protein sequence of the target gene is MVRLYNLHPFGSQQVVPCQWEPEQVCCGGSDALFVAAGCKVEAFAVQGEELCRQRCAFSTLGRVLRMAYSEAGDYLVAIEEKNKTIFLRAYVNWRSKRSDNSRVCIRMVGHNVEASFCESFRDQMSIIEMPMSEAPLCFSCCPVKGDLLVGCTNKLVLFTLKYDIINEEFSILNFERSLIIHIDNITPVEISFCVGYVAVMSDLEVLLLKLESDPIHGESVDHHPQETSNPLKEAEGVSNETSQLESEDFVICLKPMELIGEKCEQSGISVKLESTGLEDEKVKYLRVRHLLYRRFAPDI.... Result: 0 (no interaction). (6) The miRNA is mmu-miR-135a-5p with sequence UAUGGCUUUUUAUUCCUAUGUGA. The protein sequence of the target gene is MQGTVAFEDVAVNFSQEEWSLLSEVQRCLYHDVMLENWVLISSLGCWCGSEDEEAPSKKSISIQRVSQVSTPGAGVSPKKAHSCEMCGAILGDILHLADHQGTHHKQKLHRCEAWGNKLYDSSNRPHQNQYLGEKPYRSSVEEALFVKRCKFHVSEESSIFIQSGKDFLPSSGLLLQEATHTGEKSNSKPECESPFQWGDTHYSCGECMKHSSTKHVFVQQQRLPSREECYCWECGKSFSKYDSVSNHQRVHTGKRPYECGECGKSFSHKGSLVQHQRVHTGKRPYECGECGKSFSHKGS.... Result: 0 (no interaction).